This data is from Forward reaction prediction with 1.9M reactions from USPTO patents (1976-2016). The task is: Predict the product of the given reaction. (1) Given the reactants C=O.O1C=CC=C1CCN.[O:11]1[C:19]2[CH2:18][CH2:17][NH:16][CH2:15][C:14]=2[CH:13]=[CH:12]1.[C:20]([O:24][C:25](O[C:25]([O:24][C:20]([CH3:23])([CH3:22])[CH3:21])=[O:26])=[O:26])([CH3:23])([CH3:22])[CH3:21], predict the reaction product. The product is: [C:20]([O:24][C:25]([N:16]1[CH2:17][CH2:18][C:19]2[O:11][CH:12]=[CH:13][C:14]=2[CH2:15]1)=[O:26])([CH3:23])([CH3:22])[CH3:21]. (2) The product is: [OH:38][CH:37]([C:39]1[CH:44]=[CH:43][C:42]([OH:45])=[C:41]([O:46][CH3:47])[CH:40]=1)[CH2:36][NH:35][C:16]([C@@H:9]1[CH2:10][C:11](=[N:13][O:14][CH3:15])[CH2:12][N:8]1[C:6]([C:29]1[CH:28]=[CH:27][C:26]([C:21]2[CH:22]=[CH:23][CH:24]=[CH:25][C:20]=2[CH3:19])=[CH:31][CH:30]=1)=[O:7])=[O:18]. Given the reactants C(O[C:6]([N:8]1[CH2:12][C:11](=[N:13][O:14][CH3:15])[CH2:10][C@H:9]1[C:16]([OH:18])=O)=[O:7])(C)(C)C.[CH3:19][C:20]1[CH:25]=[CH:24][CH:23]=[CH:22][C:21]=1[C:26]1[CH:31]=[CH:30][C:29](C(O)=O)=[CH:28][CH:27]=1.[NH2:35][CH2:36][CH:37]([C:39]1[CH:44]=[CH:43][C:42]([OH:45])=[C:41]([O:46][CH3:47])[CH:40]=1)[OH:38], predict the reaction product. (3) Given the reactants [NH2:1][C:2]1[NH:6][N:5]=[C:4]([NH:7][C:8]2[CH:13]=[CH:12][CH:11]=[C:10]([C:14]#[N:15])[CH:9]=2)[C:3]=1[C:16]([NH2:18])=[O:17].[CH3:19][C:20]1[CH:21]=[C:22]([CH:25]=[C:26]([CH3:29])[C:27]=1[OH:28])[CH:23]=O.[BH4-].[Na+].O, predict the reaction product. The product is: [C:14]([C:10]1[CH:9]=[C:8]([NH:7][C:4]2[C:3]([C:16]([NH2:18])=[O:17])=[C:2]([NH:1][CH2:23][C:22]3[CH:25]=[C:26]([CH3:29])[C:27]([OH:28])=[C:20]([CH3:19])[CH:21]=3)[NH:6][N:5]=2)[CH:13]=[CH:12][CH:11]=1)#[N:15]. (4) Given the reactants Cl[C:2]1[N:3]=[C:4]([OH:12])[C:5]2[CH:11]=[CH:10][N:9]=[CH:8][C:6]=2[N:7]=1.[CH3:13][O:14][CH2:15][CH2:16][OH:17], predict the reaction product. The product is: [CH3:13][O:14][CH2:15][CH2:16][O:17][C:2]1[N:3]=[C:4]([OH:12])[C:5]2[CH:11]=[CH:10][N:9]=[CH:8][C:6]=2[N:7]=1.